From a dataset of Forward reaction prediction with 1.9M reactions from USPTO patents (1976-2016). Predict the product of the given reaction. (1) The product is: [C:4]([CH2:6][CH2:7][C:8]1[C:9]([CH2:23][CH2:24][CH2:25][CH2:26][CH2:27][CH2:28][O:29][C:30]2[CH:38]=[C:37]([C:39]3[C:43]([CH3:44])=[CH:42][S:41][CH:40]=3)[CH:36]=[C:32]([C:33](=[O:34])[N:46]([CH3:47])[CH3:45])[CH:31]=2)=[CH:10][CH:11]=[CH:12][C:13]=1[O:14][CH2:15][CH2:16][CH2:17][C:18]([OH:20])=[O:19])([OH:3])=[O:5]. Given the reactants C([O:3][C:4]([CH2:6][CH2:7][C:8]1[C:13]([O:14][CH2:15][CH2:16][CH2:17][C:18]([O:20]CC)=[O:19])=[CH:12][CH:11]=[CH:10][C:9]=1[CH2:23][CH2:24][CH2:25][CH2:26][CH2:27][CH2:28][O:29][C:30]1[CH:31]=[C:32]([CH:36]=[C:37]([C:39]2[C:43]([CH3:44])=[CH:42][S:41][CH:40]=2)[CH:38]=1)[C:33](O)=[O:34])=[O:5])C.[CH3:45][NH:46][CH3:47], predict the reaction product. (2) Given the reactants [Cl:1][C:2]1[N:3]=[C:4]([C:9]([NH:11][C@H:12]2[CH2:17][CH2:16][N:15]([C:18]3[NH:22][C:21]4[CH:23]=[CH:24][CH:25]=[C:26]([C:27]([O:29]C)=[O:28])[C:20]=4[N:19]=3)[CH2:14][C@H:13]2[O:31][CH3:32])=[O:10])[NH:5][C:6]=1[CH2:7][CH3:8].[OH-].[Li+], predict the reaction product. The product is: [Cl:1][C:2]1[N:3]=[C:4]([C:9]([NH:11][C@H:12]2[CH2:17][CH2:16][N:15]([C:18]3[NH:22][C:21]4[CH:23]=[CH:24][CH:25]=[C:26]([C:27]([OH:29])=[O:28])[C:20]=4[N:19]=3)[CH2:14][C@H:13]2[O:31][CH3:32])=[O:10])[NH:5][C:6]=1[CH2:7][CH3:8]. (3) Given the reactants [C:1]([CH2:3][CH:4]([N:23]1[CH:27]=[C:26]([C:28]2[C:29]3[CH:36]=[CH:35][N:34](COCC[Si](C)(C)C)[C:30]=3[N:31]=[CH:32][N:33]=2)[CH:25]=[N:24]1)[CH2:5][N:6]1[CH2:11][CH2:10][CH:9]([O:12][C:13]2[CH:14]=[C:15]([CH:18]=[C:19]([F:21])[CH:20]=2)[C:16]#[N:17])[CH:8]([F:22])[CH2:7]1)#[N:2].C(O)(C(F)(F)F)=O, predict the reaction product. The product is: [C:1]([CH2:3][CH:4]([N:23]1[CH:27]=[C:26]([C:28]2[C:29]3[CH:36]=[CH:35][NH:34][C:30]=3[N:31]=[CH:32][N:33]=2)[CH:25]=[N:24]1)[CH2:5][N:6]1[CH2:11][CH2:10][CH:9]([O:12][C:13]2[CH:14]=[C:15]([CH:18]=[C:19]([F:21])[CH:20]=2)[C:16]#[N:17])[CH:8]([F:22])[CH2:7]1)#[N:2]. (4) Given the reactants [CH:1]1([NH:5][C:6]([C@@H:8]2[CH2:12][CH2:11][CH2:10][N:9]2[C:13](=[O:35])[CH2:14][O:15][C:16]2[N:20]([C:21]3[CH:26]=[CH:25][CH:24]=[CH:23][CH:22]=3)[N:19]=[C:18]([C:27]([NH:29][C@H:30]([CH3:34])[C:31](O)=[O:32])=[O:28])[CH:17]=2)=[O:7])[CH2:4][CH2:3][CH2:2]1.CCN(C(C)C)C(C)C.CN(C(ON1N=NC2C=CC=NC1=2)=[N+](C)C)C.F[P-](F)(F)(F)(F)F.[CH2:69]([O:71][C:72]([N:74]1[CH2:79][CH2:78][NH:77][CH2:76][CH2:75]1)=[O:73])[CH3:70], predict the reaction product. The product is: [CH2:69]([O:71][C:72]([N:74]1[CH2:75][CH2:76][N:77]([C:31](=[O:32])[C@H:30]([NH:29][C:27]([C:18]2[CH:17]=[C:16]([O:15][CH2:14][C:13]([N:9]3[CH2:10][CH2:11][CH2:12][C@H:8]3[C:6](=[O:7])[NH:5][CH:1]3[CH2:2][CH2:3][CH2:4]3)=[O:35])[N:20]([C:21]3[CH:22]=[CH:23][CH:24]=[CH:25][CH:26]=3)[N:19]=2)=[O:28])[CH3:34])[CH2:78][CH2:79]1)=[O:73])[CH3:70]. (5) Given the reactants [OH:1][C@@H:2]([C@@H:20]1[CH2:24][CH2:23][CH2:22][N:21]1[C:25]([O:27][C:28]([CH3:31])([CH3:30])[CH3:29])=[O:26])[C@@H:3]([CH3:19])[C:4]([N:6]1[C@H:10]([CH3:11])[C@H:9]([C:12]2[CH:17]=[CH:16][CH:15]=[CH:14][CH:13]=2)[O:8][C:7]1=[O:18])=[O:5].[CH3:32]N(C)C1C2C(=CC=CC=2N(C)C)C=CC=1.F[B-](F)(F)F.C[O+](C)C, predict the reaction product. The product is: [CH3:32][O:1][C@@H:2]([C@@H:20]1[CH2:24][CH2:23][CH2:22][N:21]1[C:25]([O:27][C:28]([CH3:29])([CH3:31])[CH3:30])=[O:26])[C@@H:3]([CH3:19])[C:4]([N:6]1[C@H:10]([CH3:11])[C@H:9]([C:12]2[CH:17]=[CH:16][CH:15]=[CH:14][CH:13]=2)[O:8][C:7]1=[O:18])=[O:5]. (6) The product is: [O:1]=[C:2]1[NH:7][C:6]2[CH:17]=[CH:18][C:19]([CH2:21][CH:22]([C:29]3[CH:30]=[CH:31][CH:32]=[CH:33][CH:34]=3)[CH2:23][C:24]([O:26][CH2:27][CH3:28])=[O:25])=[CH:20][C:5]=2[O:4][CH2:3]1. Given the reactants [O:1]=[C:2]1[N:7](CC2C=CC(OC)=CC=2)[C:6]2[CH:17]=[CH:18][C:19]([CH2:21][CH:22]([C:29]3[CH:34]=[CH:33][CH:32]=[CH:31][CH:30]=3)[CH2:23][C:24]([O:26][CH2:27][CH3:28])=[O:25])=[CH:20][C:5]=2[O:4][CH2:3]1, predict the reaction product.